This data is from Full USPTO retrosynthesis dataset with 1.9M reactions from patents (1976-2016). The task is: Predict the reactants needed to synthesize the given product. (1) Given the product [Cl:1][C:2]1[CH:7]=[CH:6][C:5]([NH:8][C:9]([CH:11]2[CH2:16][N:15]([C:17](=[O:29])[C:18]3[CH:23]=[CH:22][CH:21]=[C:20]([C:24]4[O:25][CH:26]=[CH:27][CH:28]=4)[CH:19]=3)[CH2:14][CH2:13][N:12]2[C:37]([O:38][CH2:39][CH2:40][CH3:41])=[O:42])=[O:10])=[CH:4][CH:3]=1, predict the reactants needed to synthesize it. The reactants are: [Cl:1][C:2]1[CH:7]=[CH:6][C:5]([NH:8][C:9]([CH:11]2[CH2:16][N:15]([C:17](=[O:29])[C:18]3[CH:23]=[CH:22][CH:21]=[C:20]([C:24]4[O:25][CH:26]=[CH:27][CH:28]=4)[CH:19]=3)[CH2:14][CH2:13][NH:12]2)=[O:10])=[CH:4][CH:3]=1.C(N(CC)CC)C.[C:37](Cl)(=[O:42])[O:38][CH2:39][CH2:40][CH3:41]. (2) Given the product [NH2:25][C:26]1[C:31]2[C:32]([C:35]3[CH:36]=[C:37]([NH:41][C:4](=[O:5])[C:3]4[CH:7]=[C:8]([F:11])[CH:9]=[CH:10][C:2]=4[F:1])[CH:38]=[CH:39][CH:40]=3)=[CH:33][S:34][C:30]=2[C:29]([C:54]2[CH:55]=[N:56][CH:57]=[CH:58][CH:59]=2)=[CH:28][N:27]=1, predict the reactants needed to synthesize it. The reactants are: [F:1][C:2]1[CH:10]=[CH:9][C:8]([F:11])=[CH:7][C:3]=1[C:4](Cl)=[O:5].FC(F)(F)C1C=C(C=CC=1)C(Cl)=O.[NH2:25][C:26]1[C:31]2[C:32]([C:35]3[CH:36]=[C:37]([NH:41]C(=O)C4C=CC=C(C(F)(F)F)C=4)[CH:38]=[CH:39][CH:40]=3)=[CH:33][S:34][C:30]=2[C:29]([C:54]2[CH:55]=[N:56][CH:57]=[CH:58][CH:59]=2)=[CH:28][N:27]=1. (3) Given the product [O:1]1[C:5]2[CH:6]=[C:7]([S:10]([CH:11]([C:22]3[C:27]([F:28])=[CH:26][CH:25]=[C:24]([F:29])[C:23]=3[F:30])[C:12]3[C:13]([CH3:21])=[CH:14][C:15]([C:18]([NH2:20])=[O:19])=[N:16][CH:17]=3)(=[O:33])=[O:31])[CH:8]=[CH:9][C:4]=2[CH:3]=[CH:2]1, predict the reactants needed to synthesize it. The reactants are: [O:1]1[C:5]2[CH:6]=[C:7]([S:10][CH:11]([C:22]3[C:27]([F:28])=[CH:26][CH:25]=[C:24]([F:29])[C:23]=3[F:30])[C:12]3[C:13]([CH3:21])=[CH:14][C:15]([C:18]([NH2:20])=[O:19])=[N:16][CH:17]=3)[CH:8]=[CH:9][C:4]=2[CH:3]=[CH:2]1.[OH2:31].C[OH:33]. (4) Given the product [CH2:37]([O:41][C:42]1[CH:78]=[CH:77][C:45]([C:46]([NH:48][C:49]2[CH:54]=[CH:53][C:52]([C:55]3[CH:63]=[C:62]4[C:58]([CH2:59][N:60]([C@@H:65]([CH:70]([CH3:71])[CH3:72])[C:66]([OH:68])=[O:67])[C:61]4=[O:64])=[CH:57][CH:56]=3)=[C:51]([C:73]([F:75])([F:76])[F:74])[CH:50]=2)=[O:47])=[CH:44][CH:43]=1)[CH2:38][CH2:39][CH3:40], predict the reactants needed to synthesize it. The reactants are: C(C1C=CC(C(NC2C=CC(C3C=C4C(CN([C@@H](C(C)C)C(O)=O)C4=O)=CC=3)=NC=2)=O)=CC=1)(C)(C)C.[CH2:37]([O:41][C:42]1[CH:78]=[CH:77][C:45]([C:46]([NH:48][C:49]2[CH:54]=[CH:53][C:52]([C:55]3[CH:63]=[C:62]4[C:58]([CH2:59][N:60]([C@@H:65]([CH:70]([CH3:72])[CH3:71])[C:66]([O:68]C)=[O:67])[C:61]4=[O:64])=[CH:57][CH:56]=3)=[C:51]([C:73]([F:76])([F:75])[F:74])[CH:50]=2)=[O:47])=[CH:44][CH:43]=1)[CH2:38][CH2:39][CH3:40]. (5) Given the product [CH3:1][O:2][C:3]1[CH:4]=[C:5]([CH:6]([OH:7])[C:18]#[N:19])[CH:8]=[CH:9][C:10]=1[O:11][CH3:12], predict the reactants needed to synthesize it. The reactants are: [CH3:1][O:2][C:3]1[CH:4]=[C:5]([CH:8]=[CH:9][C:10]=1[O:11][CH3:12])[CH:6]=[O:7].OS([O-])=O.[Na+].[C-:18]#[N:19].[K+]. (6) Given the product [CH3:40][N:41]([CH3:47])[CH2:42][CH2:43][C:44]([O:21][CH:3]([C:2](=[O:1])[CH2:22][CH2:23][CH2:24][CH2:25][CH2:26][CH2:27][CH2:28]/[CH:29]=[CH:30]\[CH2:31]/[CH:32]=[CH:33]\[CH2:34][CH2:35][CH2:36][CH2:37][CH3:38])[CH2:4][CH2:5][CH2:6][CH2:7][CH2:8][CH2:9][CH2:10]/[CH:11]=[CH:12]\[CH2:13]/[CH:14]=[CH:15]\[CH2:16][CH2:17][CH2:18][CH2:19][CH3:20])=[O:45], predict the reactants needed to synthesize it. The reactants are: [OH:1][CH:2]([CH2:22][CH2:23][CH2:24][CH2:25][CH2:26][CH2:27][CH2:28]/[CH:29]=[CH:30]\[CH2:31]/[CH:32]=[CH:33]\[CH2:34][CH2:35][CH2:36][CH2:37][CH3:38])[C:3](=[O:21])[CH2:4][CH2:5][CH2:6][CH2:7][CH2:8][CH2:9][CH2:10]/[CH:11]=[CH:12]\[CH2:13]/[CH:14]=[CH:15]\[CH2:16][CH2:17][CH2:18][CH2:19][CH3:20].Cl.[CH3:40][N:41]([CH3:47])[CH2:42][CH2:43][C:44](O)=[O:45].CCN=C=NCCCN(C)C.CCN(C(C)C)C(C)C. (7) Given the product [O:4]1[CH:5]=[CH:6][C:2]([NH:1][C:14](=[O:15])[O:16][C:17]2[CH:22]=[CH:21][CH:20]=[CH:19][CH:18]=2)=[N:3]1, predict the reactants needed to synthesize it. The reactants are: [NH2:1][C:2]1[CH:6]=[CH:5][O:4][N:3]=1.N1C=CC=CC=1.Cl[C:14]([O:16][C:17]1[CH:22]=[CH:21][CH:20]=[CH:19][CH:18]=1)=[O:15]. (8) Given the product [CH2:38]([O:45][CH2:46][CH2:47][N:33]1[CH2:34][CH2:35][O:36][CH2:37][C@@H:32]1[C:29]1[CH:30]=[CH:31][C:26]([NH:25][C:22]2[N:23]=[CH:24][C:19]3[CH:18]=[CH:17][N:16]([C:4]4[CH:3]=[C:2]([F:1])[C:7]([CH2:8][N:9]5[CH2:14][CH2:13][O:12][CH2:11][CH2:10]5)=[C:6]([F:15])[CH:5]=4)[C:20]=3[N:21]=2)=[CH:27][CH:28]=1)[C:39]1[CH:44]=[CH:43][CH:42]=[CH:41][CH:40]=1, predict the reactants needed to synthesize it. The reactants are: [F:1][C:2]1[CH:3]=[C:4]([N:16]2[C:20]3[N:21]=[C:22]([NH:25][C:26]4[CH:31]=[CH:30][C:29]([C@H:32]5[CH2:37][O:36][CH2:35][CH2:34][NH:33]5)=[CH:28][CH:27]=4)[N:23]=[CH:24][C:19]=3[CH:18]=[CH:17]2)[CH:5]=[C:6]([F:15])[C:7]=1[CH2:8][N:9]1[CH2:14][CH2:13][O:12][CH2:11][CH2:10]1.[CH2:38]([O:45][CH2:46][CH:47]=O)[C:39]1[CH:44]=[CH:43][CH:42]=[CH:41][CH:40]=1. (9) Given the product [CH3:1][C:2]1[CH:8]=[CH:7][C:6]([N+:9]([O-:11])=[O:10])=[CH:5][C:3]=1[NH2:4].[N+:12]([O-:15])([OH:14])=[O:13].[NH2:16][C:17]([NH2:4])=[NH:18], predict the reactants needed to synthesize it. The reactants are: [CH3:1][C:2]1[CH:8]=[CH:7][C:6]([N+:9]([O-:11])=[O:10])=[CH:5][C:3]=1[NH2:4].[N+:12]([O-:15])([OH:14])=[O:13].[N:16]#[C:17][NH2:18].